Dataset: Catalyst prediction with 721,799 reactions and 888 catalyst types from USPTO. Task: Predict which catalyst facilitates the given reaction. (1) Reactant: [CH2:1]([C:8]1[N:20]=[C:19]2[N:10]([C:11](Cl)=[N:12][C:13]3[CH:14]=[CH:15][C:16]([Cl:21])=[CH:17][C:18]=32)[N:9]=1)[C:2]1[CH:7]=[CH:6][CH:5]=[CH:4][CH:3]=1.CCN(CC)CC.[CH3:30][N:31]1[CH2:36][CH2:35][NH:34][CH2:33][CH2:32]1. Product: [CH2:1]([C:8]1[N:20]=[C:19]2[N:10]([C:11]([N:34]3[CH2:35][CH2:36][N:31]([CH3:30])[CH2:32][CH2:33]3)=[N:12][C:13]3[CH:14]=[CH:15][C:16]([Cl:21])=[CH:17][C:18]=32)[N:9]=1)[C:2]1[CH:7]=[CH:6][CH:5]=[CH:4][CH:3]=1. The catalyst class is: 14. (2) Reactant: [NH2:1][C:2]1[CH:7]=[CH:6][C:5]([C:8]2[C:16]3[C:11](=[N:12][CH:13]=[N:14][C:15]=3[NH2:17])[N:10]([C@H:18]3[CH2:23][CH2:22][C@@H:21]([N:24]4[CH2:29][CH2:28][N:27]([CH3:30])[CH2:26][CH2:25]4)[CH2:20][CH2:19]3)[N:9]=2)=[CH:4][C:3]=1[O:31][CH3:32].[CH2:33]1[O:41][CH:34]1[C:35]1[CH:40]=[CH:39][CH:38]=[CH:37][CH:36]=1. Product: [NH2:17][C:15]1[N:14]=[CH:13][N:12]=[C:11]2[N:10]([C@H:18]3[CH2:23][CH2:22][C@@H:21]([N:24]4[CH2:25][CH2:26][N:27]([CH3:30])[CH2:28][CH2:29]4)[CH2:20][CH2:19]3)[N:9]=[C:8]([C:5]3[CH:6]=[CH:7][C:2]([NH:1][CH:34]([C:35]4[CH:40]=[CH:39][CH:38]=[CH:37][CH:36]=4)[CH2:33][OH:41])=[C:3]([O:31][CH3:32])[CH:4]=3)[C:16]=12. The catalyst class is: 32.